This data is from Forward reaction prediction with 1.9M reactions from USPTO patents (1976-2016). The task is: Predict the product of the given reaction. (1) Given the reactants [NH2:1][C:2]1[CH:7]=[CH:6][CH:5]=[CH:4][CH:3]=1.[CH2:8]([O:10][CH:11]([O:16][CH2:17][CH3:18])[CH2:12][N:13]=[C:14]=[NH:15])[CH3:9].CS(O)(=O)=O.[OH-].[Na+], predict the reaction product. The product is: [CH2:17]([O:16][CH:11]([O:10][CH2:8][CH3:9])[CH2:12][NH:13][C:14]([NH:1][C:2]1[CH:7]=[CH:6][CH:5]=[CH:4][CH:3]=1)=[NH:15])[CH3:18]. (2) Given the reactants Cl[C:2]1[CH:3]=[CH:4][C:5]2[N:6]([CH:23]=1)[C:7](=[O:22])[CH:8]=[C:9]([C:11]1[CH:12]=[C:13]3[C:18]([CH3:19])=[N:17][C:16]([CH3:20])=[CH:15][N:14]3[CH:21]=1)[N:10]=2.CC1(C)C(C)(C)OB([C:32]2[CH2:37][CH2:36][N:35]([C:38]([O:40][C:41]([CH3:44])([CH3:43])[CH3:42])=[O:39])[CH2:34][CH:33]=2)O1.[O-]P([O-])([O-])=O.[K+].[K+].[K+], predict the reaction product. The product is: [CH3:19][C:18]1[C:13]2[N:14]([CH:21]=[C:11]([C:9]3[N:10]=[C:5]4[CH:4]=[CH:3][C:2]([C:32]5[CH2:37][CH2:36][N:35]([C:38]([O:40][C:41]([CH3:44])([CH3:43])[CH3:42])=[O:39])[CH2:34][CH:33]=5)=[CH:23][N:6]4[C:7](=[O:22])[CH:8]=3)[CH:12]=2)[CH:15]=[C:16]([CH3:20])[N:17]=1. (3) Given the reactants [F:1][CH2:2][C:3]([CH2:7][F:8])([OH:6])[C:4]#[CH:5].[Cl:9][C:10]1[CH:15]=[CH:14][C:13]([S:16](Cl)(=[O:18])=[O:17])=[CH:12][CH:11]=1.[H-].[Na+].CCCCCC.CC, predict the reaction product. The product is: [Cl:9][C:10]1[CH:15]=[CH:14][C:13]([S:16]([O:6][C:3]([CH2:7][F:8])([C:4]#[CH:5])[CH2:2][F:1])(=[O:18])=[O:17])=[CH:12][CH:11]=1. (4) Given the reactants [N:1]1([C:7]2[S:8][C:9]([C:12]([NH2:14])=[O:13])=[CH:10][N:11]=2)[CH2:6][CH2:5][NH:4][CH2:3][CH2:2]1.[F:15][C:16]1[CH:24]=[CH:23][C:19]([C:20](Cl)=[O:21])=[C:18]([C:25]([F:28])([F:27])[F:26])[CH:17]=1, predict the reaction product. The product is: [F:15][C:16]1[CH:24]=[CH:23][C:19]([C:20]([N:4]2[CH2:5][CH2:6][N:1]([C:7]3[S:8][C:9]([C:12]([NH2:14])=[O:13])=[CH:10][N:11]=3)[CH2:2][CH2:3]2)=[O:21])=[C:18]([C:25]([F:26])([F:27])[F:28])[CH:17]=1. (5) Given the reactants [NH2:1][C:2]1[CH:3]=[C:4]([CH:8]([C:20]2[C:29]([OH:30])=[C:28]3[C:23]([CH:24]=[CH:25][CH:26]=[N:27]3)=[C:22]([Cl:31])[CH:21]=2)[NH:9][C:10](=[O:19])[CH2:11][O:12][C:13]2[CH:18]=[CH:17][CH:16]=[CH:15][CH:14]=2)[CH:5]=[CH:6][CH:7]=1.CCN(C(C)C)C(C)C.[Cl:41][CH2:42][C:43](Cl)=[O:44], predict the reaction product. The product is: [Cl:41][CH2:42][C:43]([NH:1][C:2]1[CH:7]=[CH:6][CH:5]=[C:4]([CH:8]([C:20]2[C:29]([OH:30])=[C:28]3[C:23]([CH:24]=[CH:25][CH:26]=[N:27]3)=[C:22]([Cl:31])[CH:21]=2)[NH:9][C:10](=[O:19])[CH2:11][O:12][C:13]2[CH:14]=[CH:15][CH:16]=[CH:17][CH:18]=2)[CH:3]=1)=[O:44]. (6) Given the reactants [CH3:1][C:2]1[CH:8]=[CH:7][C:6]([CH3:9])=[CH:5][C:3]=1[NH2:4].ClC(Cl)(O[C:14](=[O:20])OC(Cl)(Cl)Cl)Cl.C(N(CC)C(C)C)(C)C.Cl.[C:32]1([CH:38]2[O:42][N:41]=[C:40]([C:43]3[N:44]=[C:45]([N:48]4[CH2:53][CH2:52][NH:51][CH2:50][CH2:49]4)[S:46][CH:47]=3)[CH2:39]2)[CH:37]=[CH:36][CH:35]=[CH:34][CH:33]=1, predict the reaction product. The product is: [C:32]1([CH:38]2[O:42][N:41]=[C:40]([C:43]3[N:44]=[C:45]([N:48]4[CH2:53][CH2:52][N:51]([C:14]([NH:4][C:3]5[CH:5]=[C:6]([CH3:9])[CH:7]=[CH:8][C:2]=5[CH3:1])=[O:20])[CH2:50][CH2:49]4)[S:46][CH:47]=3)[CH2:39]2)[CH:33]=[CH:34][CH:35]=[CH:36][CH:37]=1. (7) Given the reactants C[O:2][C:3]([C:5]1[N:9]=[CH:8][N:7]([C:10]([C:23]2[CH:28]=[CH:27][CH:26]=[CH:25][CH:24]=2)([C:17]2[CH:22]=[CH:21][CH:20]=[CH:19][CH:18]=2)[C:11]2[CH:16]=[CH:15][CH:14]=[CH:13][CH:12]=2)[N:6]=1)=O.[H-].[Al+3].[Li+].[H-].[H-].[H-].[OH-].[Na+].S([O-])([O-])(=O)=O.[Mg+2], predict the reaction product. The product is: [C:10]([N:7]1[CH:8]=[N:9][C:5]([CH2:3][OH:2])=[N:6]1)([C:11]1[CH:12]=[CH:13][CH:14]=[CH:15][CH:16]=1)([C:17]1[CH:22]=[CH:21][CH:20]=[CH:19][CH:18]=1)[C:23]1[CH:28]=[CH:27][CH:26]=[CH:25][CH:24]=1.